From a dataset of Full USPTO retrosynthesis dataset with 1.9M reactions from patents (1976-2016). Predict the reactants needed to synthesize the given product. (1) The reactants are: [F:1][C:2]1[CH:3]=[C:4]([CH2:8][C:9]([OH:11])=[O:10])[CH:5]=[CH:6][CH:7]=1.[N+:12]([O-])([O-:14])=[O:13].[NH4+].FC(F)(F)C(OC(=O)C(F)(F)F)=O.O. Given the product [F:1][C:2]1[CH:7]=[CH:6][C:5]([N+:12]([O-:14])=[O:13])=[C:4]([CH2:8][C:9]([OH:11])=[O:10])[CH:3]=1, predict the reactants needed to synthesize it. (2) Given the product [Cl:8][C:6]1[CH:5]=[C:4]([C:9]2[CH:14]=[CH:13][C:12]([O:15][CH:16]([CH3:18])[CH3:17])=[CH:11][CH:10]=2)[N:3]=[C:2]([C:24]2[CH:29]=[CH:28][CH:27]=[CH:26][N:25]=2)[CH:7]=1, predict the reactants needed to synthesize it. The reactants are: Cl[C:2]1[CH:7]=[C:6]([Cl:8])[CH:5]=[C:4]([C:9]2[CH:14]=[CH:13][C:12]([O:15][CH:16]([CH3:18])[CH3:17])=[CH:11][CH:10]=2)[N:3]=1.C([Sn](CCCC)(CCCC)[C:24]1[CH:29]=[CH:28][CH:27]=[CH:26][N:25]=1)CCC.[F-].[Cs+].C(O)(C(F)(F)F)=O.